From a dataset of Catalyst prediction with 721,799 reactions and 888 catalyst types from USPTO. Predict which catalyst facilitates the given reaction. (1) Reactant: Br[C:2]1[N:6]=[C:5]([N:7]2[CH2:12][CH2:11][CH:10]([NH:13][C:14](=[O:20])[O:15][CH2:16][CH:17]([CH3:19])[CH3:18])[CH2:9][CH2:8]2)[S:4][N:3]=1.CC1(C)C(C)(C)OB([C:29]2[CH:34]=[CH:33][CH:32]=[CH:31][C:30]=2[OH:35])O1.C([O-])([O-])=O.[K+].[K+].CC#N. Product: [OH:35][C:30]1[CH:31]=[CH:32][CH:33]=[CH:34][C:29]=1[C:2]1[N:6]=[C:5]([N:7]2[CH2:12][CH2:11][CH:10]([NH:13][C:14](=[O:20])[O:15][CH2:16][CH:17]([CH3:19])[CH3:18])[CH2:9][CH2:8]2)[S:4][N:3]=1. The catalyst class is: 6. (2) Reactant: C[O:2][C:3]1[CH:4]=[C:5]([C:9]2[N:13]3[CH:14]=[CH:15][C:16]([CH3:18])=[CH:17][C:12]3=[N:11][CH:10]=2)[CH:6]=[CH:7][CH:8]=1.[OH-].[Na+]. Product: [CH3:18][C:16]1[CH:15]=[CH:14][N:13]2[C:9]([C:5]3[CH:4]=[C:3]([OH:2])[CH:8]=[CH:7][CH:6]=3)=[CH:10][N:11]=[C:12]2[CH:17]=1. The catalyst class is: 570. (3) Reactant: FC(F)(F)S(O[C:7]1[CH:12]=[CH:11][CH:10]=[C:9]([S:13][C:14]2[CH:19]=[CH:18][C:17]([CH2:20][CH2:21][N:22]([CH2:30]C3C=CC=CC=3)[C:23]([O:25][C:26]([CH3:29])([CH3:28])[CH3:27])=[O:24])=[CH:16][CH:15]=2)[CH:8]=1)(=O)=O.[C:62]1(P([C:62]2[CH:67]=[CH:66][CH:65]=[CH:64][CH:63]=2)CCCP([C:62]2[CH:67]=[CH:66][CH:65]=[CH:64][CH:63]=2)[C:62]2[CH:67]=[CH:66][CH:65]=[CH:64][CH:63]=2)[CH:67]=[CH:66][CH:65]=[CH:64][CH:63]=1.[CH2:68]([OH:70])[CH3:69].C(N(CC)CC)C.CN(C)[CH:80]=[O:81]. Product: [CH2:30]([N:22]([CH2:21][CH2:20][C:17]1[CH:18]=[CH:19][C:14]([S:13][C:9]2[CH:8]=[C:7]([CH:12]=[CH:11][CH:10]=2)[C:80]([O:70][CH2:68][CH3:69])=[O:81])=[CH:15][CH:16]=1)[C:23]([O:25][C:26]([CH3:29])([CH3:28])[CH3:27])=[O:24])[C:62]1[CH:63]=[CH:64][CH:65]=[CH:66][CH:67]=1. The catalyst class is: 167.